This data is from M1 muscarinic receptor antagonist screen with 61,756 compounds. The task is: Binary Classification. Given a drug SMILES string, predict its activity (active/inactive) in a high-throughput screening assay against a specified biological target. (1) The drug is O1c2c(OCC1)ccc(c1nn(CC(=O)NCc3ccc(OC)cc3)c(=O)cc1)c2. The result is 0 (inactive). (2) The drug is Clc1c(c2noc(c2C(=O)n2c3c(nc2)cc(c(c3)C)C)C)cccc1. The result is 1 (active). (3) The drug is Clc1c(Cn2c3c(n(c(=O)n(c3=O)C)C)nc2SC(C)C(O)=O)cc2OCOc2c1. The result is 0 (inactive). (4) The drug is O=C(Nc1c(OC)cccc1)C1C2C1CCCC2. The result is 0 (inactive). (5) The compound is S(=O)(=O)(N(CC(=O)N1CCN(CC1)c1ccc(F)cc1)c1ccc(cc1)C)c1c(n(nc1C)C)C. The result is 0 (inactive). (6) The result is 0 (inactive). The drug is OC(Cn1c2c(CCc3n(ncc23)c2ccccc2)c2c1cccc2)CNC(C)C. (7) The molecule is S(=O)(=O)(N)c1ccc(NC(=O)CCc2ccccc2)cc1. The result is 0 (inactive). (8) The compound is O=C(C12CC3CC(C1)CC(C2)C3)CNCCOC. The result is 0 (inactive). (9) The compound is O=C1NC(=O)c2c(n(nc2C)c2ccccc2)CC1(C)C. The result is 0 (inactive). (10) The compound is O=C(Nc1c2c([nH]c1C(OCC)=O)cc(OC)c(OC)c2)CN1CCN(CC1)C. The result is 0 (inactive).